From a dataset of Full USPTO retrosynthesis dataset with 1.9M reactions from patents (1976-2016). Predict the reactants needed to synthesize the given product. (1) Given the product [NH:8]1[CH2:9][CH2:10][CH:11]([NH:14][C:15](=[O:23])[C:16]2[CH:21]=[CH:20][C:19]([F:22])=[CH:18][CH:17]=2)[CH2:12][CH2:13]1, predict the reactants needed to synthesize it. The reactants are: C([N:8]1[CH2:13][CH2:12][CH:11]([NH:14][C:15](=[O:23])[C:16]2[CH:21]=[CH:20][C:19]([F:22])=[CH:18][CH:17]=2)[CH2:10][CH2:9]1)C1C=CC=CC=1. (2) Given the product [Cl:1][C:2]1[CH:3]=[CH:4][C:5]([C:8]2[CH:9]=[C:10]([CH3:19])[C:11]3[N:12]([C:14]([C:17]#[C:18][C:21]4[S:25][C:24]([S:26]([NH2:29])(=[O:28])=[O:27])=[CH:23][CH:22]=4)=[CH:15][N:16]=3)[CH:13]=2)=[CH:6][CH:7]=1, predict the reactants needed to synthesize it. The reactants are: [Cl:1][C:2]1[CH:7]=[CH:6][C:5]([C:8]2[CH:9]=[C:10]([CH3:19])[C:11]3[N:12]([C:14]([C:17]#[CH:18])=[CH:15][N:16]=3)[CH:13]=2)=[CH:4][CH:3]=1.Br[C:21]1[S:25][C:24]([S:26]([NH2:29])(=[O:28])=[O:27])=[CH:23][CH:22]=1. (3) Given the product [Cl:1][C:2]1[CH:10]=[C:9]2[C:5]([CH:6]=[N:7][N:8]2[CH2:11][CH2:12][CH2:13][C:14]([OH:16])=[O:15])=[CH:4][C:3]=1[C:19]1[N:23]=[C:22]([C:24]2[CH:25]=[N:26][C:27]([O:31][CH:32]([CH3:34])[CH3:33])=[C:28]([Cl:30])[CH:29]=2)[O:21][N:20]=1, predict the reactants needed to synthesize it. The reactants are: [Cl:1][C:2]1[CH:10]=[C:9]2[C:5]([CH:6]=[N:7][N:8]2[CH2:11][CH2:12][CH2:13][C:14]([O:16]CC)=[O:15])=[CH:4][C:3]=1[C:19]1[N:23]=[C:22]([C:24]2[CH:25]=[N:26][C:27]([O:31][CH:32]([CH3:34])[CH3:33])=[C:28]([Cl:30])[CH:29]=2)[O:21][N:20]=1.[OH-].[Na+].